This data is from Full USPTO retrosynthesis dataset with 1.9M reactions from patents (1976-2016). The task is: Predict the reactants needed to synthesize the given product. (1) Given the product [BrH:30].[NH2:1][C:2]1[C:11]([C:12]2[CH:13]=[CH:14][C:15]([F:18])=[CH:16][CH:17]=2)=[CH:10][C:9]([OH:19])=[C:8]2[C:3]=1[C:4](=[O:29])[NH:5][CH:6]=[N:7]2, predict the reactants needed to synthesize it. The reactants are: [NH2:1][C:2]1[C:11]([C:12]2[CH:17]=[CH:16][C:15]([F:18])=[CH:14][CH:13]=2)=[CH:10][C:9]([O:19]C)=[C:8]2[C:3]=1[C:4](=[O:29])[N:5](COCC[Si](C)(C)C)[CH:6]=[N:7]2.[BrH:30]. (2) The reactants are: [Cl:1][C:2]1[CH:10]=[C:9]([Cl:11])[CH:8]=[C:7]([Cl:12])[C:3]=1[C:4]([OH:6])=O.C(Cl)CCl.ON1C2C=CC=CC=2N=N1.[C:27]1([C:33]2[N:37]3[CH2:38][CH2:39][NH:40][CH2:41][C:36]3=[N:35][CH:34]=2)[CH:32]=[CH:31][CH:30]=[CH:29][CH:28]=1.C(N(C(C)C)CC)(C)C.Cl. Given the product [ClH:1].[C:27]1([C:33]2[N:37]3[CH2:38][CH2:39][N:40]([C:4]([C:3]4[C:7]([Cl:12])=[CH:8][C:9]([Cl:11])=[CH:10][C:2]=4[Cl:1])=[O:6])[CH2:41][C:36]3=[N:35][CH:34]=2)[CH:28]=[CH:29][CH:30]=[CH:31][CH:32]=1, predict the reactants needed to synthesize it. (3) Given the product [CH3:12][O:5][C:4](=[O:6])[C:3]1[CH:7]=[C:8]([CH3:11])[CH:9]=[CH:10][C:2]=1[CH3:1], predict the reactants needed to synthesize it. The reactants are: [CH3:1][C:2]1[CH:10]=[CH:9][C:8]([CH3:11])=[CH:7][C:3]=1[C:4]([OH:6])=[O:5].[C:12](=O)([O-])[O-].[K+].[K+].IC.O. (4) Given the product [Br:6][C:7]1[CH:16]=[C:15]2[C:10]([C:11]([Cl:3])=[C:12]([N+:17]([O-:19])=[O:18])[CH:13]=[N:14]2)=[N:9][CH:8]=1, predict the reactants needed to synthesize it. The reactants are: P(Cl)(Cl)([Cl:3])=O.[Br:6][C:7]1[CH:16]=[C:15]2[C:10]([C:11](O)=[C:12]([N+:17]([O-:19])=[O:18])[CH:13]=[N:14]2)=[N:9][CH:8]=1. (5) Given the product [C:41]1([C:55]2[CH:60]=[CH:59][CH:58]=[CH:57][CH:56]=2)[CH:42]=[CH:43][C:44]([NH:47][C:48](=[O:54])[CH:49]([F:53])[C:50]([N:36]2[CH2:37][CH2:38][N:33]([C:39](=[O:40])[C:6]3[CH:1]=[CH:2][CH:3]=[C:4]([C:12]#[N:13])[CH:5]=3)[CH2:34][CH2:35]2)=[O:52])=[CH:45][CH:46]=1, predict the reactants needed to synthesize it. The reactants are: [CH:1]1[CH:2]=[CH:3][C:4]2N(O)N=N[C:5]=2[CH:6]=1.C[CH2:12][N:13](C(C)C)C(C)C.CCN=C=NCCCN(C)C.Cl.Cl.[N:33]1([CH:39]=[O:40])[CH2:38][CH2:37][NH:36][CH2:35][CH2:34]1.[C:41]1([C:55]2[CH:60]=[CH:59][CH:58]=[CH:57][CH:56]=2)[CH:46]=[CH:45][C:44]([NH:47][C:48](=[O:54])[CH:49]([F:53])[C:50]([OH:52])=O)=[CH:43][CH:42]=1. (6) Given the product [CH:13]1([N:10]2[CH2:9][CH2:8][C:7](=[O:18])[N:6]([CH3:19])[C:5]3[C:11]2=[N:12][C:2]([NH:1][C:21]2[CH:29]=[CH:28][C:24]([C:25]([OH:27])=[O:26])=[CH:23][C:22]=2[O:30][CH2:31][CH3:32])=[N:3][CH:4]=3)[CH2:17][CH2:16][CH2:15][CH2:14]1, predict the reactants needed to synthesize it. The reactants are: [NH2:1][C:2]1[N:12]=[C:11]2[C:5]([N:6]([CH3:19])[C:7](=[O:18])[CH2:8][CH2:9][N:10]2[CH:13]2[CH2:17][CH2:16][CH2:15][CH2:14]2)=[CH:4][N:3]=1.N[C:21]1[CH:29]=[CH:28][C:24]([C:25]([OH:27])=[O:26])=[CH:23][C:22]=1[O:30][CH2:31][CH3:32].O.Cl. (7) Given the product [CH:59]1([C@H:36]([NH:35][C:66](=[O:10])[C@@H:65]([NH:68][CH3:71])[CH3:67])[C:37]([N:39]2[CH2:43][CH2:42][CH2:41][C@H:40]2[C:44]2[CH:49]=[CH:48][N:47]=[C:46]([N:50]3[C:58]4[C:53](=[CH:54][CH:55]=[CH:56][CH:57]=4)[CH2:52][CH2:51]3)[CH:45]=2)=[O:38])[CH2:64][CH2:63][CH2:62][CH2:61][CH2:60]1, predict the reactants needed to synthesize it. The reactants are: C1C=CC2N([OH:10])N=NC=2C=1.CN(C(ON1N=NC2C=CC=CC1=2)=[N+](C)C)C.F[P-](F)(F)(F)(F)F.[NH2:35][C@@H:36]([CH:59]1[CH2:64][CH2:63][CH2:62][CH2:61][CH2:60]1)[C:37]([N:39]1[CH2:43][CH2:42][CH2:41][C@H:40]1[C:44]1[CH:49]=[CH:48][N:47]=[C:46]([N:50]2[C:58]3[C:53](=[CH:54][CH:55]=[CH:56][CH:57]=3)[CH2:52][CH2:51]2)[CH:45]=1)=[O:38].[CH:65]([N:68]([CH:71](C)C)CC)([CH3:67])[CH3:66]. (8) The reactants are: [CH3:1][O:2][C:3]1[CH:12]=[CH:11][CH:10]=[C:9]2[C:4]=1[CH2:5][CH:6]([NH:13][CH2:14][CH2:15][CH2:16][C:17]1[C:25]3[C:20](=[CH:21][CH:22]=[C:23]([C:26]#[N:27])[CH:24]=3)[NH:19][CH:18]=1)[CH2:7][O:8]2.[C:28]1(=O)[CH2:31][CH2:30][CH2:29]1.C(O)(=O)C.C([BH3-])#N.[Na+]. Given the product [CH:28]1([N:13]([CH:6]2[CH2:5][C:4]3[C:9](=[CH:10][CH:11]=[CH:12][C:3]=3[O:2][CH3:1])[O:8][CH2:7]2)[CH2:14][CH2:15][CH2:16][C:17]2[C:25]3[C:20](=[CH:21][CH:22]=[C:23]([C:26]#[N:27])[CH:24]=3)[NH:19][CH:18]=2)[CH2:31][CH2:30][CH2:29]1, predict the reactants needed to synthesize it.